From a dataset of Full USPTO retrosynthesis dataset with 1.9M reactions from patents (1976-2016). Predict the reactants needed to synthesize the given product. (1) Given the product [Cl:1][C:2]1[CH:3]=[C:4]([C:5](=[O:6])[CH3:16])[CH:11]=[C:12]([Cl:14])[N:13]=1, predict the reactants needed to synthesize it. The reactants are: [Cl:1][C:2]1[CH:3]=[C:4]([CH:11]=[C:12]([Cl:14])[N:13]=1)[C:5](N(OC)C)=[O:6].O1CCC[CH2:16]1.C[Mg]Br.[Cl-].[NH4+]. (2) Given the product [F:10][C:11]([F:22])([F:21])[C:12]([N:1]1[C:9]2[C:4](=[CH:5][CH:6]=[CH:7][CH:8]=2)[CH2:3][CH2:2]1)=[O:13], predict the reactants needed to synthesize it. The reactants are: [NH:1]1[C:9]2[C:4](=[CH:5][CH:6]=[CH:7][CH:8]=2)[CH2:3][CH2:2]1.[F:10][C:11]([F:22])([F:21])[C:12](O[C:12](=[O:13])[C:11]([F:22])([F:21])[F:10])=[O:13].O. (3) Given the product [Cl:1][C:14]1[CH:13]=[C:12]([Cl:20])[C:6]2[C:4](=[C:3]([CH3:2])[C:9]([O:10][CH3:11])=[CH:8][CH:7]=2)[N:5]=1, predict the reactants needed to synthesize it. The reactants are: [ClH:1].[CH3:2][C:3]1[C:9]([O:10][CH3:11])=[CH:8][CH:7]=[CH:6][C:4]=1[NH2:5].[C:12](O)(=O)[CH2:13][C:14](O)=O.O(Cl)[Cl:20].[P]. (4) Given the product [CH3:22][O:21][C:18]1[CH:19]=[C:20]2[C:15]([N:14]=[CH:13][C:12](=[O:23])[N:11]2[CH2:10][CH2:9][N:6]2[CH2:5][CH2:4][CH:3]([NH:2][CH2:35][C:33]3[CH:32]=[CH:31][C:28]4[S:29][CH2:30][C:25](=[O:24])[NH:26][C:27]=4[N:34]=3)[CH2:8][CH2:7]2)=[CH:16][CH:17]=1, predict the reactants needed to synthesize it. The reactants are: Cl.[NH2:2][CH:3]1[CH2:8][CH2:7][N:6]([CH2:9][CH2:10][N:11]2[C:20]3[C:15](=[CH:16][CH:17]=[C:18]([O:21][CH3:22])[CH:19]=3)[N:14]=[CH:13][C:12]2=[O:23])[CH2:5][CH2:4]1.[O:24]=[C:25]1[CH2:30][S:29][C:28]2[CH:31]=[CH:32][C:33]([CH:35]=O)=[N:34][C:27]=2[NH:26]1.C(O[BH-](OC(=O)C)OC(=O)C)(=O)C.[Na+].C(=O)([O-])O.[Na+]. (5) Given the product [C:15]([C@@H:9]1[CH2:10][C@H:11]([O:13][CH3:14])[CH2:12][N:8]1[C:6]([O:5][C:1]([CH3:4])([CH3:3])[CH3:2])=[O:7])(=[O:17])[NH2:21], predict the reactants needed to synthesize it. The reactants are: [C:1]([O:5][C:6]([N:8]1[CH2:12][C@@H:11]([O:13][CH3:14])[CH2:10][C@H:9]1[C:15]([OH:17])=O)=[O:7])([CH3:4])([CH3:3])[CH3:2].Cl.C([N:21]=C=NCCCN(C)C)C.O.N1(O)C2C=CC=CC=2N=N1.[OH-].[NH4+].